From a dataset of Catalyst prediction with 721,799 reactions and 888 catalyst types from USPTO. Predict which catalyst facilitates the given reaction. (1) Reactant: [CH:1]([C@H:4]1[CH2:8][O:7][C:6](=[O:9])[N:5]1[C:10]1[CH:15]=[CH:14][N:13]2[N:16]=[CH:17][C:18]([C:19]3[CH:24]=[CH:23][C:22]([C:25]4[N:26](COCC[Si](C)(C)C)[CH:27]=[CH:28][N:29]=4)=[CH:21][CH:20]=3)=[C:12]2[N:11]=1)([CH3:3])[CH3:2].FC(F)(F)C(O)=O. Product: [NH:26]1[CH:27]=[CH:28][N:29]=[C:25]1[C:22]1[CH:23]=[CH:24][C:19]([C:18]2[CH:17]=[N:16][N:13]3[CH:14]=[CH:15][C:10]([N:5]4[C@@H:4]([CH:1]([CH3:2])[CH3:3])[CH2:8][O:7][C:6]4=[O:9])=[N:11][C:12]=23)=[CH:20][CH:21]=1. The catalyst class is: 4. (2) Reactant: [CH:1]1[C:10]2[C:5](=[CH:6][CH:7]=[CH:8][CH:9]=2)[CH:4]=[CH:3][C:2]=1[NH:11]N.[CH3:13][CH:14]([CH3:18])[C:15](=O)[CH3:16]. The catalyst class is: 15. Product: [CH3:16][C:15]1[C:14]([CH3:18])([CH3:13])[C:1]2[C:10]3[C:5]([CH:4]=[CH:3][C:2]=2[N:11]=1)=[CH:6][CH:7]=[CH:8][CH:9]=3. (3) Reactant: [F:1][C:2]1[CH:3]=[C:4](C([O-])=O)[CH:5]=[CH:6][C:7]=1[O:8][CH3:9].[OH-:13].[Na+].Cl. Product: [F:1][C:2]1[CH:3]=[C:4]([OH:13])[CH:5]=[CH:6][C:7]=1[O:8][CH3:9]. The catalyst class is: 5. (4) Reactant: [O:1]=[C:2]1[CH2:6][CH2:5][C@H:4]([CH2:7][C@H:8]([C:12]2[CH:17]=[CH:16][CH:15]=[C:14]([C:18]([F:21])([F:20])[F:19])[CH:13]=2)[C:9]([OH:11])=O)[CH2:3]1.C(Cl)(=O)C(Cl)=O.[NH2:28][C:29]1[CH:33]=[CH:32][N:31]([CH2:34][CH2:35][CH2:36][OH:37])[N:30]=1.N1C(C)=CC=CC=1C. Product: [OH:37][CH2:36][CH2:35][CH2:34][N:31]1[CH:32]=[CH:33][C:29]([NH:28][C:9](=[O:11])[C@@H:8]([C:12]2[CH:17]=[CH:16][CH:15]=[C:14]([C:18]([F:21])([F:20])[F:19])[CH:13]=2)[CH2:7][C@H:4]2[CH2:5][CH2:6][C:2](=[O:1])[CH2:3]2)=[N:30]1. The catalyst class is: 306. (5) Reactant: CO.C([O:10][C:11]1[C:12]([CH3:30])=[C:13]([CH3:29])[C:14]([NH:18][C:19](=[O:28])[C:20]2[CH:25]=[CH:24][C:23]([O:26][CH3:27])=[CH:22][CH:21]=2)=[N:15][C:16]=1[CH3:17])C1C=CC=CC=1. The catalyst class is: 45. Product: [OH:10][C:11]1[C:12]([CH3:30])=[C:13]([CH3:29])[C:14]([NH:18][C:19](=[O:28])[C:20]2[CH:25]=[CH:24][C:23]([O:26][CH3:27])=[CH:22][CH:21]=2)=[N:15][C:16]=1[CH3:17]. (6) Reactant: [F:1][C:2]1[CH:25]=[CH:24][C:5]([O:6][CH2:7][C:8]2[CH:13]=[N:12][C:11]([C:14]([O:16][CH3:17])=[O:15])=[C:10]3[O:18]C(C)(C)[O:20][CH2:21][C:9]=23)=[CH:4][CH:3]=1. Product: [F:1][C:2]1[CH:3]=[CH:4][C:5]([O:6][CH2:7][C:8]2[C:9]([CH2:21][OH:20])=[C:10]([OH:18])[C:11]([C:14]([O:16][CH3:17])=[O:15])=[N:12][CH:13]=2)=[CH:24][CH:25]=1. The catalyst class is: 106.